This data is from Catalyst prediction with 721,799 reactions and 888 catalyst types from USPTO. The task is: Predict which catalyst facilitates the given reaction. (1) Reactant: [Cl:1][C:2]1[N:3]=[CH:4][N:5]([C:7]2[CH:12]=[CH:11][C:10]([N+:13]([O-])=O)=[CH:9][C:8]=2[O:16][CH3:17])[CH:6]=1.C(O)C.C(O)(=O)C.[OH-].[Na+]. Product: [Cl:1][C:2]1[N:3]=[CH:4][N:5]([C:7]2[CH:12]=[CH:11][C:10]([NH2:13])=[CH:9][C:8]=2[O:16][CH3:17])[CH:6]=1. The catalyst class is: 150. (2) Reactant: C(=O)([O-])[O-].[K+].[K+].Cl.[Br:8][C:9]1[CH:18]=[C:17]2[C:12]([C:13]([NH:26][CH2:27][C:28]([OH:31])([CH3:30])[CH3:29])=[C:14]([NH:19][C:20](=O)[CH2:21][O:22][CH2:23][CH3:24])[CH:15]=[N:16]2)=[N:11][CH:10]=1. Product: [Br:8][C:9]1[CH:10]=[N:11][C:12]2[C:13]3[N:26]([CH2:27][C:28]([CH3:30])([OH:31])[CH3:29])[C:20]([CH2:21][O:22][CH2:23][CH3:24])=[N:19][C:14]=3[CH:15]=[N:16][C:17]=2[CH:18]=1. The catalyst class is: 8. (3) Reactant: [NH2:1][C:2]([NH2:4])=[S:3].Br[CH2:6][C:7]([C:9]1[C:10]([F:30])=[C:11]([N:15]([CH2:27][O:28][CH3:29])[S:16]([C:19]2[CH:24]=[C:23]([F:25])[CH:22]=[CH:21][C:20]=2[F:26])(=[O:18])=[O:17])[CH:12]=[CH:13][CH:14]=1)=O. Product: [NH2:1][C:2]1[S:3][CH:6]=[C:7]([C:9]2[C:10]([F:30])=[C:11]([N:15]([CH2:27][O:28][CH3:29])[S:16]([C:19]3[CH:24]=[C:23]([F:25])[CH:22]=[CH:21][C:20]=3[F:26])(=[O:18])=[O:17])[CH:12]=[CH:13][CH:14]=2)[N:4]=1. The catalyst class is: 8. (4) Reactant: [NH2:1][C:2]1[CH:10]=[CH:9][C:8]([Cl:11])=[CH:7][C:3]=1[C:4]([OH:6])=O.[CH3:12][O:13][C:14](=[O:31])[CH:15]([NH2:30])[CH2:16][C:17]1[CH:22]=[CH:21][C:20]([C:23]2[CH:28]=[CH:27][CH:26]=[C:25]([OH:29])[CH:24]=2)=[CH:19][CH:18]=1.CN(C(ON1N=NC2C=CC=CC1=2)=[N+](C)C)C.F[P-](F)(F)(F)(F)F.CCN(C(C)C)C(C)C. Product: [CH3:12][O:13][C:14](=[O:31])[CH:15]([NH:30][C:4](=[O:6])[C:3]1[CH:7]=[C:8]([Cl:11])[CH:9]=[CH:10][C:2]=1[NH2:1])[CH2:16][C:17]1[CH:18]=[CH:19][C:20]([C:23]2[CH:28]=[CH:27][CH:26]=[C:25]([OH:29])[CH:24]=2)=[CH:21][CH:22]=1. The catalyst class is: 3. (5) Reactant: C(O)(C(F)(F)F)=O.O=C1NC[C@H]([C@H](O[C:17]2[C:18]3[N:19]([N:35]=[CH:36][C:37]=3[C:38]#[N:39])[CH:20]=[C:21](C3C=CC(N4CCNCC4)=CC=3)[N:22]=2)C)C1.CCN(C(C)C)C(C)C.O1CC(=O)C1.C(O[BH-](OC(=O)C)OC(=O)C)(=O)C.[Na+]. Product: [N:35]1[N:19]2[CH:20]=[CH:21][N:22]=[CH:17][C:18]2=[C:37]([C:38]#[N:39])[CH:36]=1. The catalyst class is: 1.